From a dataset of Full USPTO retrosynthesis dataset with 1.9M reactions from patents (1976-2016). Predict the reactants needed to synthesize the given product. (1) Given the product [F:14][C:8]1[CH:7]=[C:6]2[C:11]([C:12](=[O:13])[C:3]([CH2:2][NH:1][C:33]([C:31]3[CH:30]=[N:29][N:28]([C:22]4[CH:23]=[CH:24][CH:25]=[CH:26][CH:27]=4)[CH:32]=3)=[O:34])=[CH:4][N:5]2[C:15]2[CH:20]=[CH:19][CH:18]=[CH:17][C:16]=2[F:21])=[CH:10][CH:9]=1, predict the reactants needed to synthesize it. The reactants are: [NH2:1][CH2:2][C:3]1[C:12](=[O:13])[C:11]2[C:6](=[CH:7][C:8]([F:14])=[CH:9][CH:10]=2)[N:5]([C:15]2[CH:20]=[CH:19][CH:18]=[CH:17][C:16]=2[F:21])[CH:4]=1.[C:22]1([N:28]2[CH:32]=[C:31]([C:33](O)=[O:34])[CH:30]=[N:29]2)[CH:27]=[CH:26][CH:25]=[CH:24][CH:23]=1.F[P-](F)(F)(F)(F)F.Br[P+](N1CCCC1)(N1CCCC1)N1CCCC1.C(N(CC)CC)C. (2) Given the product [CH3:26][N:27]([CH2:2][C:3]1[N:4]=[C:5]([NH:18][CH2:19][C:20]2[CH:25]=[CH:24][CH:23]=[CH:22][N:21]=2)[C:6]2[C:11]([C:12]3[CH:17]=[CH:16][CH:15]=[CH:14][CH:13]=3)=[CH:10][S:9][C:7]=2[N:8]=1)[CH3:28], predict the reactants needed to synthesize it. The reactants are: Cl[CH2:2][C:3]1[N:4]=[C:5]([NH:18][CH2:19][C:20]2[CH:25]=[CH:24][CH:23]=[CH:22][N:21]=2)[C:6]2[C:11]([C:12]3[CH:17]=[CH:16][CH:15]=[CH:14][CH:13]=3)=[CH:10][S:9][C:7]=2[N:8]=1.[CH3:26][NH:27][CH3:28]. (3) Given the product [CH3:14][S:15]([O:6][CH2:5][CH:2]1[CH2:3][CH2:4][O:1]1)(=[O:17])=[O:16], predict the reactants needed to synthesize it. The reactants are: [O:1]1[CH2:4][CH2:3][CH:2]1[CH2:5][OH:6].C(N(CC)CC)C.[CH3:14][S:15](Cl)(=[O:17])=[O:16].